From a dataset of Peptide-MHC class I binding affinity with 185,985 pairs from IEDB/IMGT. Regression. Given a peptide amino acid sequence and an MHC pseudo amino acid sequence, predict their binding affinity value. This is MHC class I binding data. The peptide sequence is IVNRNRQGY. The MHC is HLA-A23:01 with pseudo-sequence HLA-A23:01. The binding affinity (normalized) is 0.